From a dataset of Experimentally validated miRNA-target interactions with 360,000+ pairs, plus equal number of negative samples. Binary Classification. Given a miRNA mature sequence and a target amino acid sequence, predict their likelihood of interaction. (1) The miRNA is hsa-miR-6796-3p with sequence GAAGCUCUCCCCUCCCCGCAG. The protein sequence of the target gene is MAMRELNADSCSSPQMGAMWETSGSVKENSSQSKKYSTKIENLGPESACRHFWSFRYHEATGPLETISQLQKLCHQWLRPEIHSKEQILEMLVLEQFLSILPKETQNWVQKHHPQNVKQALVLVEFLQREPDGTKNEVTAHELGKEAVLLGGTAVAPGFKWKPAEPQPMGVFQKEYWNTYRVLQEQLGWNTHKETQPVYERAVHDQQMLALSEQKRIKHWKMASKLILPESLSLLTFEDVAVYFSEEEWQLLNPLEKTLYNDVMQDIYETVISLGLKLKNDTGNDHPISVSTSEIQTSGC.... Result: 1 (interaction). (2) The miRNA is bta-miR-205 with sequence UCCUUCAUUCCACCGGAGUCUG. The protein sequence of the target gene is MGDHAWSFLKDFLAGGVAAAVSKTAVAPIERVKLLLQVQHASKQISAEKQYKGIIDCVVRIPKEQGFLSFWRGNLANVIRYFPTQALNFAFKDKYKQLFLGGVDRHKQFWRYFAGNLASGGAAGATSLCFVYPLDFARTRLAADVGKGAAQREFHGLGDCIIKIFKSDGLRGLYQGFNVSVQGIIIYRAAYFGVYDTAKGMLPDPKNVHIFVSWMIAQSVTAVAGLVSYPFDTVRRRMMMQSGRKGADIMYTGTVDCWRKIAKDEGAKAFFKGAWSNVLRGMGGAFVLVLYDEIKKYV. Result: 0 (no interaction).